Dataset: Forward reaction prediction with 1.9M reactions from USPTO patents (1976-2016). Task: Predict the product of the given reaction. Given the reactants Cl.[CH:2]([O:5][C:6]([N:8]1[C:17]2[C:12](=[CH:13][C:14]([C:18]([F:21])([F:20])[F:19])=[CH:15][CH:16]=2)[C@H:11]([NH:22]C(=O)C)[CH2:10][C@@H:9]1[CH:26]1[CH2:28][CH2:27]1)=[O:7])([CH3:4])[CH3:3].C(=O)([O-])[O-].[Na+].[Na+], predict the reaction product. The product is: [CH:2]([O:5][C:6]([N:8]1[C:17]2[C:12](=[CH:13][C:14]([C:18]([F:19])([F:21])[F:20])=[CH:15][CH:16]=2)[C@H:11]([NH2:22])[CH2:10][C@@H:9]1[CH:26]1[CH2:27][CH2:28]1)=[O:7])([CH3:4])[CH3:3].